From a dataset of Full USPTO retrosynthesis dataset with 1.9M reactions from patents (1976-2016). Predict the reactants needed to synthesize the given product. (1) Given the product [NH2:13][C:12]1[C:11]2[C:10](=[CH:9][C:8]([C:6]3[N:7]=[C:2]([NH2:1])[N:3]=[C:4]([NH:17][CH2:18][C:19]4[CH:24]=[CH:23][CH:22]=[CH:21][CH:20]=4)[CH:5]=3)=[CH:15][CH:14]=2)[NH:27][N:26]=1, predict the reactants needed to synthesize it. The reactants are: [NH2:1][C:2]1[N:7]=[C:6]([C:8]2[CH:15]=[CH:14][C:11]([C:12]#[N:13])=[C:10](F)[CH:9]=2)[CH:5]=[C:4]([NH:17][CH2:18][C:19]2[CH:24]=[CH:23][CH:22]=[CH:21][CH:20]=2)[N:3]=1.O.[NH2:26][NH2:27].CCOC(C)=O.CCCCCC. (2) Given the product [OH:6][CH:5]([CH:7]1[C:12](=[O:13])[N:11]([C:14]2[CH:15]=[CH:16][C:17]([CH3:20])=[CH:18][CH:19]=2)[CH2:10][CH2:9][NH:8]1)[C:4]([O:3][CH2:1][CH3:2])=[O:31], predict the reactants needed to synthesize it. The reactants are: [CH2:1]([O:3][C:4](=[O:31])[CH:5]([CH:7]1[C:12](=[O:13])[N:11]([C:14]2[CH:19]=[CH:18][C:17]([CH3:20])=[CH:16][CH:15]=2)[CH2:10][CH2:9][N:8]1C(OCC1C=CC=CC=1)=O)[OH:6])[CH3:2]. (3) Given the product [Cl:1][C:2]1[CH:3]=[CH:4][C:5]([O:25][CH:26]([F:28])[F:27])=[C:6]([C:8]2[C:13]([O:14][CH3:15])=[CH:12][N:11]([CH:16]([CH2:35][CH2:36][O:37][CH3:38])[C:17]([O:19][C:20]([CH3:23])([CH3:22])[CH3:21])=[O:18])[C:10](=[O:24])[CH:9]=2)[CH:7]=1, predict the reactants needed to synthesize it. The reactants are: [Cl:1][C:2]1[CH:3]=[CH:4][C:5]([O:25][CH:26]([F:28])[F:27])=[C:6]([C:8]2[C:13]([O:14][CH3:15])=[CH:12][N:11]([CH2:16][C:17]([O:19][C:20]([CH3:23])([CH3:22])[CH3:21])=[O:18])[C:10](=[O:24])[CH:9]=2)[CH:7]=1.FC(F)(F)S(O[CH2:35][CH2:36][O:37][CH3:38])(=O)=O. (4) Given the product [CH2:1]([O:8][C:9]1[CH:10]=[CH:11][C:12]([C@@H:15]2[CH2:17][C@H:16]2[NH:18][C:19](=[O:25])[O:20][C:21]([CH3:24])([CH3:23])[CH3:22])=[CH:13][CH:14]=1)[C:2]1[CH:3]=[CH:4][CH:5]=[CH:6][CH:7]=1, predict the reactants needed to synthesize it. The reactants are: [CH2:1]([O:8][C:9]1[CH:14]=[CH:13][C:12]([C@@H:15]2[CH2:17][C@H:16]2[NH2:18])=[CH:11][CH:10]=1)[C:2]1[CH:7]=[CH:6][CH:5]=[CH:4][CH:3]=1.[C:19](=O)([O-:25])[O:20][C:21]([CH3:24])([CH3:23])[CH3:22]. (5) The reactants are: Cl[C:2]1[N:7]=[C:6]([N:8]2[C@@H:12]([C@H:13]([O:15][CH3:16])[CH3:14])[CH2:11][O:10][C:9]2=[O:17])[CH:5]=[CH:4][N:3]=1.[F-:18].[K+].CS(C)=O. Given the product [F:18][C:2]1[N:7]=[C:6]([N:8]2[C@@H:12]([C@H:13]([O:15][CH3:16])[CH3:14])[CH2:11][O:10][C:9]2=[O:17])[CH:5]=[CH:4][N:3]=1, predict the reactants needed to synthesize it.